This data is from Merck oncology drug combination screen with 23,052 pairs across 39 cell lines. The task is: Regression. Given two drug SMILES strings and cell line genomic features, predict the synergy score measuring deviation from expected non-interaction effect. (1) Drug 2: O=C(NOCC(O)CO)c1ccc(F)c(F)c1Nc1ccc(I)cc1F. Synergy scores: synergy=22.0. Drug 1: COC12C(COC(N)=O)C3=C(C(=O)C(C)=C(N)C3=O)N1CC1NC12. Cell line: KPL1. (2) Drug 1: CC1CC2C3CCC4=CC(=O)C=CC4(C)C3(F)C(O)CC2(C)C1(O)C(=O)CO. Drug 2: CCc1cnn2c(NCc3ccc[n+]([O-])c3)cc(N3CCCCC3CCO)nc12. Cell line: UWB1289BRCA1. Synergy scores: synergy=-5.63. (3) Drug 1: CN1C(=O)C=CC2(C)C3CCC4(C)C(NC(=O)OCC(F)(F)F)CCC4C3CCC12. Drug 2: CCc1c2c(nc3ccc(O)cc13)-c1cc3c(c(=O)n1C2)COC(=O)C3(O)CC. Cell line: HT144. Synergy scores: synergy=-4.93. (4) Drug 1: CN1C(=O)C=CC2(C)C3CCC4(C)C(NC(=O)OCC(F)(F)F)CCC4C3CCC12. Drug 2: O=C(O)C1(Cc2cccc(Nc3nccs3)n2)CCC(Oc2cccc(Cl)c2F)CC1. Cell line: MDAMB436. Synergy scores: synergy=2.32.